From a dataset of Full USPTO retrosynthesis dataset with 1.9M reactions from patents (1976-2016). Predict the reactants needed to synthesize the given product. (1) Given the product [F:18][C:17]1[C:12]2[N:13]([C:9]([C:4]3[CH:5]=[CH:6][C:7]([F:8])=[C:2]([C:30]4[CH:29]=[CH:28][CH:27]=[C:26]5[C:31]=4[CH:32]=[CH:33][C:24]([CH3:23])=[N:25]5)[CH:3]=3)=[CH:10][N:11]=2)[CH:14]=[CH:15][C:16]=1[C:19]([OH:22])([CH3:21])[CH3:20], predict the reactants needed to synthesize it. The reactants are: Cl[C:2]1[CH:3]=[C:4]([C:9]2[N:13]3[CH:14]=[CH:15][C:16]([C:19]([OH:22])([CH3:21])[CH3:20])=[C:17]([F:18])[C:12]3=[N:11][CH:10]=2)[CH:5]=[CH:6][C:7]=1[F:8].[CH3:23][C:24]1[CH:33]=[CH:32][C:31]2[C:30](B(O)O)=[CH:29][CH:28]=[CH:27][C:26]=2[N:25]=1. (2) The reactants are: C([O:8][C:9]1[CH:14]=[CH:13][C:12]([C:15]2[O:19][N:18]=[C:17]([C:20]3[CH:32]=[CH:31][C:23]([O:24][C:25]4[CH:26]=[N:27][CH:28]=[CH:29][CH:30]=4)=[CH:22][CH:21]=3)[N:16]=2)=[CH:11][CH:10]=1)C1C=CC=CC=1.C1COCC1. Given the product [N:27]1[CH:28]=[CH:29][CH:30]=[C:25]([O:24][C:23]2[CH:22]=[CH:21][C:20]([C:17]3[N:16]=[C:15]([C:12]4[CH:13]=[CH:14][C:9]([OH:8])=[CH:10][CH:11]=4)[O:19][N:18]=3)=[CH:32][CH:31]=2)[CH:26]=1, predict the reactants needed to synthesize it. (3) Given the product [ClH:14].[NH:1]1[CH2:6][CH2:5][CH2:4][N:3]2[C:7]3[CH:13]=[CH:12][CH:11]=[CH:10][C:8]=3[N:9]=[C:2]12, predict the reactants needed to synthesize it. The reactants are: [N:1]1[C:2]2[N:3]([C:7]3[CH:13]=[CH:12][CH:11]=[CH:10][C:8]=3[N:9]=2)[CH:4]=[CH:5][CH:6]=1.[ClH:14]. (4) Given the product [F:24][C:6]([F:5])([F:23])[C:7]([NH:9][CH:10]1[CH2:15][CH2:14][NH:13][CH2:12][CH2:11]1)=[O:8], predict the reactants needed to synthesize it. The reactants are: C([O-])=O.[NH4+].[F:5][C:6]([F:24])([F:23])[C:7]([NH:9][CH:10]1[CH2:15][CH2:14][N:13](CC2C=CC=CC=2)[CH2:12][CH2:11]1)=[O:8].